From a dataset of Forward reaction prediction with 1.9M reactions from USPTO patents (1976-2016). Predict the product of the given reaction. (1) Given the reactants [NH2:1][C:2]1[NH:6][N:5]=[C:4]([CH2:7][OH:8])[N:3]=1.[CH3:9][C:10](=O)[CH2:11][C:12](=O)[CH3:13], predict the reaction product. The product is: [CH3:9][C:10]1[CH:11]=[C:12]([CH3:13])[N:6]2[N:5]=[C:4]([CH2:7][OH:8])[N:3]=[C:2]2[N:1]=1. (2) Given the reactants [Cl:1][C:2]1[CH:3]=[C:4]2[O:8][C:7]([C:9]3[S:10][C:11]([CH3:14])=[CH:12][CH:13]=3)=[N:6][C:5]2=[C:15]([C:17]([OH:19])=O)[CH:16]=1.Cl.C(N=C=NCCCN(C)C)C.ON1C2C=CC=CC=2N=N1.Cl.Cl.[NH2:44][C@H:45]1[CH:50]2[CH2:51][CH2:52][N:47]([CH2:48][CH2:49]2)[CH2:46]1.C(N(CC)CC)C, predict the reaction product. The product is: [N:47]12[CH2:52][CH2:51][CH:50]([CH2:49][CH2:48]1)[C@H:45]([NH:44][C:17]([C:15]1[CH:16]=[C:2]([Cl:1])[CH:3]=[C:4]3[O:8][C:7]([C:9]4[S:10][C:11]([CH3:14])=[CH:12][CH:13]=4)=[N:6][C:5]=13)=[O:19])[CH2:46]2. (3) Given the reactants [CH:1]1([CH2:7][O:8][C:9]2[C:10]3[N:11]([C:15]([C:19]([NH:21][C@@H:22]4[C:30]5[C:25](=[CH:26][C:27]([CH3:31])=[CH:28][CH:29]=5)[CH2:24][C@H:23]4[C:32]([O:34]C)=[O:33])=[O:20])=[C:16]([CH3:18])[N:17]=3)[CH:12]=[CH:13][CH:14]=2)[CH2:6][CH2:5][CH2:4][CH2:3][CH2:2]1.Cl, predict the reaction product. The product is: [CH:1]1([CH2:7][O:8][C:9]2[C:10]3[N:11]([C:15]([C:19]([NH:21][C@@H:22]4[C:30]5[C:25](=[CH:26][C:27]([CH3:31])=[CH:28][CH:29]=5)[CH2:24][C@H:23]4[C:32]([OH:34])=[O:33])=[O:20])=[C:16]([CH3:18])[N:17]=3)[CH:12]=[CH:13][CH:14]=2)[CH2:6][CH2:5][CH2:4][CH2:3][CH2:2]1. (4) Given the reactants [C:1]([O:5][C:6]([N:8]1[CH2:13][CH2:12][C:11]([C:15]2[CH:20]=[CH:19][CH:18]=[CH:17][C:16]=2[F:21])(O)[CH2:10][CH2:9]1)=[O:7])([CH3:4])([CH3:3])[CH3:2].C(N(S(F)(F)[F:28])CC)C, predict the reaction product. The product is: [C:1]([O:5][C:6]([N:8]1[CH2:13][CH2:12][C:11]([F:28])([C:15]2[CH:20]=[CH:19][CH:18]=[CH:17][C:16]=2[F:21])[CH2:10][CH2:9]1)=[O:7])([CH3:4])([CH3:3])[CH3:2]. (5) Given the reactants [Cl:1][C:2]1[CH:3]=[C:4]([CH:8]2[C:13]([C:14]([OH:16])=O)=[C:12]([CH2:17][O:18][CH3:19])[NH:11][C:10](=[O:20])[NH:9]2)[CH:5]=[CH:6][CH:7]=1.[C:21]1([CH:27]([C:31]2[CH:36]=[CH:35][CH:34]=[CH:33][CH:32]=2)[CH2:28][CH2:29][NH2:30])[CH:26]=[CH:25][CH:24]=[CH:23][CH:22]=1.CCN=C=NCCCN(C)C.Cl, predict the reaction product. The product is: [C:31]1([CH:27]([C:21]2[CH:22]=[CH:23][CH:24]=[CH:25][CH:26]=2)[CH2:28][CH2:29][NH:30][C:14]([C:13]2[CH:8]([C:4]3[CH:5]=[CH:6][CH:7]=[C:2]([Cl:1])[CH:3]=3)[NH:9][C:10](=[O:20])[NH:11][C:12]=2[CH2:17][O:18][CH3:19])=[O:16])[CH:32]=[CH:33][CH:34]=[CH:35][CH:36]=1.